Dataset: Reaction yield outcomes from USPTO patents with 853,638 reactions. Task: Predict the reaction yield, written as a fraction of the theoretical maximum amount of product (1.0 means a 100% yield; for example, 0.34 means a 34% yield). (1) The reactants are [Cl:1][C:2]1[C:7]([OH:8])=[N:6][C:5]2[N:9]([CH:12]([CH3:14])[CH3:13])[N:10]=[CH:11][C:4]=2[C:3]=1[C:15]([O:17][CH2:18][CH3:19])=[O:16].N1C=CC=CC=1.[S:26](O[S:26]([C:29]([F:32])([F:31])[F:30])(=[O:28])=[O:27])([C:29]([F:32])([F:31])[F:30])(=[O:28])=[O:27].O. The catalyst is C(Cl)Cl. The product is [Cl:1][C:2]1[C:7]([O:8][S:26]([C:29]([F:32])([F:31])[F:30])(=[O:28])=[O:27])=[N:6][C:5]2[N:9]([CH:12]([CH3:14])[CH3:13])[N:10]=[CH:11][C:4]=2[C:3]=1[C:15]([O:17][CH2:18][CH3:19])=[O:16]. The yield is 0.548. (2) The reactants are [C:1]([O:5][C:6]([NH:8][CH:9]([C:14]1[CH:19]=[CH:18][CH:17]=[C:16]([N+:20]([O-:22])=[O:21])[CH:15]=1)[C:10](OC)=[O:11])=[O:7])([CH3:4])([CH3:3])[CH3:2].[Cl-].[NH4+]. The catalyst is O1CCCC1. The product is [OH:11][CH2:10][CH:9]([NH:8][C:6](=[O:7])[O:5][C:1]([CH3:3])([CH3:2])[CH3:4])[C:14]1[CH:19]=[CH:18][CH:17]=[C:16]([N+:20]([O-:22])=[O:21])[CH:15]=1. The yield is 0.620.